Dataset: Full USPTO retrosynthesis dataset with 1.9M reactions from patents (1976-2016). Task: Predict the reactants needed to synthesize the given product. (1) Given the product [CH2:1]([N:8]([CH:18]1[CH2:23][CH2:22][CH2:21][CH2:20][CH2:19]1)[CH2:9][C:10]([F:30])([CH3:16])[C:11]([O:13][CH2:14][CH3:15])=[O:12])[C:2]1[CH:7]=[CH:6][CH:5]=[CH:4][CH:3]=1, predict the reactants needed to synthesize it. The reactants are: [CH2:1]([N:8]([CH:18]1[CH2:23][CH2:22][CH2:21][CH2:20][CH2:19]1)[CH2:9][C:10](O)([CH3:16])[C:11]([O:13][CH2:14][CH3:15])=[O:12])[C:2]1[CH:7]=[CH:6][CH:5]=[CH:4][CH:3]=1.CCN(S(F)(F)[F:30])CC. (2) The reactants are: [CH3:1][O:2][C:3]1[CH:4]=[C:5]([CH:15]=[CH:16][C:17]=1[N+:18]([O-:20])=[O:19])[C:6]([NH:8][C@@H:9]1C[CH2:12][N:11]([CH3:14])[CH2:10]1)=[O:7].CN(C)CCN. Given the product [CH3:14][N:11]([CH3:12])[CH2:10][CH2:9][NH:8][C:6](=[O:7])[C:5]1[CH:15]=[CH:16][C:17]([N+:18]([O-:20])=[O:19])=[C:3]([O:2][CH3:1])[CH:4]=1, predict the reactants needed to synthesize it.